From a dataset of Full USPTO retrosynthesis dataset with 1.9M reactions from patents (1976-2016). Predict the reactants needed to synthesize the given product. Given the product [I-:32].[OH:20][C:18]1[CH:17]=[C:16]([CH2:21][N:22]([CH3:30])[CH2:23][C:24]2[CH:29]=[CH:28][CH:27]=[CH:26][N:25]=2)[N:15]=[C:14]([C:10]2[CH:9]=[C:8]([N:5]3[CH2:4][CH2:3][N+:2]([CH3:31])([CH3:1])[CH2:7][CH2:6]3)[CH:13]=[CH:12][N:11]=2)[CH:19]=1, predict the reactants needed to synthesize it. The reactants are: [CH3:1][N:2]1[CH2:7][CH2:6][N:5]([C:8]2[CH:13]=[CH:12][N:11]=[C:10]([C:14]3[CH:19]=[C:18]([OH:20])[CH:17]=[C:16]([CH2:21][N:22]([CH3:30])[CH2:23][C:24]4[CH:29]=[CH:28][CH:27]=[CH:26][N:25]=4)[N:15]=3)[CH:9]=2)[CH2:4][CH2:3]1.[CH3:31][I:32].